Predict the reaction yield, written as a fraction of the theoretical maximum amount of product (1.0 means a 100% yield; for example, 0.34 means a 34% yield). From a dataset of Reaction yield outcomes from USPTO patents with 853,638 reactions. The reactants are [F:1][C:2]([F:16])([O:6][C:7]1[CH:12]=[CH:11][C:10]([C:13](=O)[CH3:14])=[CH:9][CH:8]=1)[CH:3]([F:5])[F:4].[CH3:17][C:18]([S@:21]([NH2:23])=[O:22])([CH3:20])[CH3:19]. No catalyst specified. The product is [CH3:17][C:18]([S@:21]([NH:23][CH:13]([C:10]1[CH:11]=[CH:12][C:7]([O:6][C:2]([F:16])([F:1])[CH:3]([F:5])[F:4])=[CH:8][CH:9]=1)[CH3:14])=[O:22])([CH3:20])[CH3:19]. The yield is 0.800.